From a dataset of Full USPTO retrosynthesis dataset with 1.9M reactions from patents (1976-2016). Predict the reactants needed to synthesize the given product. (1) Given the product [CH:16]1([CH2:15][CH2:14][N:8]2[C:9]([OH:13])=[C:10]([C:30]([NH:29][CH2:32][C:33]([OH:35])=[O:34])=[O:31])[C:11](=[O:12])[N:6]([CH2:5][CH2:4][CH:1]3[CH2:2][CH2:3]3)[C:7]2=[O:19])[CH2:18][CH2:17]1, predict the reactants needed to synthesize it. The reactants are: [CH:1]1([CH2:4][CH2:5][N:6]2[C:11](=[O:12])[CH2:10][C:9](=[O:13])[N:8]([CH2:14][CH2:15][CH:16]3[CH2:18][CH2:17]3)[C:7]2=[O:19])[CH2:3][CH2:2]1.C(N(C(C)C)CC)(C)C.[N:29]([CH2:32][C:33]([O:35]CC)=[O:34])=[C:30]=[O:31]. (2) Given the product [CH3:7][CH:8]([CH3:13])[C:9](=[O:12])[CH2:10][CH2:11][C:2]1[CH:6]=[CH:5][S:4][CH:3]=1, predict the reactants needed to synthesize it. The reactants are: Br[C:2]1[CH:6]=[CH:5][S:4][CH:3]=1.[CH3:7][CH:8]([CH3:13])[CH:9]([OH:12])[CH:10]=[CH2:11].[I-].[Na+].C(=O)(O)[O-].[Na+].C1(P(C2C=CC=CC=2)C2C=CC=CC=2)C=CC=CC=1. (3) Given the product [CH3:27][C:28]1[CH:29]=[CH:30][C:31]([S:34]([OH:37])(=[O:36])=[O:35])=[CH:32][CH:33]=1.[CH2:1]([N:8]1[CH2:12][CH2:11][C@@H:10]([NH:13][C:14]2[N:15]=[CH:16][C:17](/[CH:20]=[CH:21]/[C:22]([NH:24][OH:25])=[O:23])=[N:18][CH:19]=2)[CH2:9]1)[C:2]1[CH:7]=[CH:6][CH:5]=[CH:4][CH:3]=1, predict the reactants needed to synthesize it. The reactants are: [CH2:1]([N:8]1[CH2:12][CH2:11][C@@H:10]([NH:13][C:14]2[N:15]=[CH:16][C:17](/[CH:20]=[CH:21]/[C:22]([NH:24][OH:25])=[O:23])=[N:18][CH:19]=2)[CH2:9]1)[C:2]1[CH:7]=[CH:6][CH:5]=[CH:4][CH:3]=1.O.[CH3:27][C:28]1[CH:33]=[CH:32][C:31]([S:34]([OH:37])(=[O:36])=[O:35])=[CH:30][CH:29]=1.